Dataset: Forward reaction prediction with 1.9M reactions from USPTO patents (1976-2016). Task: Predict the product of the given reaction. (1) Given the reactants [CH3:1][C:2]1([CH3:18])[O:7][C:6]2[CH:8]=[CH:9][C:10]([C@H:12]3[O:16][C:15](=[O:17])[NH:14][CH2:13]3)=[CH:11][C:5]=2[CH2:4][O:3]1.[Br:19][CH2:20][CH2:21][CH2:22][CH2:23][CH2:24][CH2:25]Br.[H-].[Na+].P([O-])([O-])([O-])=O, predict the reaction product. The product is: [Br:19][CH2:20][CH2:21][CH2:22][CH2:23][CH2:24][CH2:25][N:14]1[CH2:13][C@@H:12]([C:10]2[CH:9]=[CH:8][C:6]3[O:7][C:2]([CH3:18])([CH3:1])[O:3][CH2:4][C:5]=3[CH:11]=2)[O:16][C:15]1=[O:17]. (2) Given the reactants C([O:8][C:9]1[CH:43]=[CH:42][C:12]([O:13][CH2:14][CH2:15][CH:16]2[CH2:21][CH2:20][N:19]([C:22]3[CH:23]=[N:24][CH:25]=[C:26]([O:28][CH2:29][C@@H:30]4[CH2:34][CH2:33][CH2:32][N:31]4[C:35]([O:37][C:38]([CH3:41])([CH3:40])[CH3:39])=[O:36])[CH:27]=3)[CH2:18][CH2:17]2)=[CH:11][CH:10]=1)C1C=CC=CC=1, predict the reaction product. The product is: [OH:8][C:9]1[CH:43]=[CH:42][C:12]([O:13][CH2:14][CH2:15][CH:16]2[CH2:17][CH2:18][N:19]([C:22]3[CH:23]=[N:24][CH:25]=[C:26]([O:28][CH2:29][C@@H:30]4[CH2:34][CH2:33][CH2:32][N:31]4[C:35]([O:37][C:38]([CH3:39])([CH3:40])[CH3:41])=[O:36])[CH:27]=3)[CH2:20][CH2:21]2)=[CH:11][CH:10]=1. (3) Given the reactants [F:1][C:2]([F:6])([F:5])[CH2:3][OH:4].Cl[C:8]1[N:9]=[C:10]([OH:24])[C:11]2[CH:17]=[CH:16][N:15]=[C:14]([C:18]3[N:19]=[CH:20][N:21]([CH3:23])[CH:22]=3)[C:12]=2[N:13]=1, predict the reaction product. The product is: [CH3:23][N:21]1[CH:22]=[C:18]([C:14]2[C:12]3[N:13]=[C:8]([O:4][CH2:3][C:2]([F:6])([F:5])[F:1])[N:9]=[C:10]([OH:24])[C:11]=3[CH:17]=[CH:16][N:15]=2)[N:19]=[CH:20]1. (4) Given the reactants [F:1][C:2]1[CH:7]=[C:6]([OH:8])[CH:5]=[CH:4][C:3]=1[C:9]1[CH:10]=[C:11]2[C:16](=[CH:17][CH:18]=1)[CH:15]=[C:14]([OH:19])[CH:13]=[CH:12]2.C1C(=O)N([Cl:27])C(=O)C1, predict the reaction product. The product is: [Cl:27][C:15]1[C:16]2[C:11](=[CH:10][C:9]([C:3]3[CH:4]=[CH:5][C:6]([OH:8])=[CH:7][C:2]=3[F:1])=[CH:18][CH:17]=2)[CH:12]=[CH:13][C:14]=1[OH:19]. (5) Given the reactants [C:1]([O:5][C:6]([N:8]1[C:13]2[CH:14]=[C:15]([Cl:19])[C:16](Br)=[CH:17][C:12]=2[O:11][CH:10]([C:20]([N:22]2[CH2:27][CH2:26][C:25]([C:36]#[N:37])([CH2:28][C:29]3[CH:34]=[CH:33][C:32]([F:35])=[CH:31][CH:30]=3)[CH2:24][CH2:23]2)=[O:21])[CH2:9]1)=[O:7])([CH3:4])([CH3:3])[CH3:2].CC1(C)C(C)(C)OB([C:46]2[CH:47]=[N:48][N:49]([C:51]([C:64]3[CH:69]=[CH:68][CH:67]=[CH:66][CH:65]=3)([C:58]3[CH:63]=[CH:62][CH:61]=[CH:60][CH:59]=3)[C:52]3[CH:57]=[CH:56][CH:55]=[CH:54][CH:53]=3)[CH:50]=2)O1.C(=O)([O-])[O-].[Na+].[Na+], predict the reaction product. The product is: [C:1]([O:5][C:6]([N:8]1[C:13]2[CH:14]=[C:15]([Cl:19])[C:16]([C:46]3[CH:47]=[N:48][N:49]([C:51]([C:58]4[CH:63]=[CH:62][CH:61]=[CH:60][CH:59]=4)([C:52]4[CH:53]=[CH:54][CH:55]=[CH:56][CH:57]=4)[C:64]4[CH:69]=[CH:68][CH:67]=[CH:66][CH:65]=4)[CH:50]=3)=[CH:17][C:12]=2[O:11][CH:10]([C:20]([N:22]2[CH2:27][CH2:26][C:25]([C:36]#[N:37])([CH2:28][C:29]3[CH:34]=[CH:33][C:32]([F:35])=[CH:31][CH:30]=3)[CH2:24][CH2:23]2)=[O:21])[CH2:9]1)=[O:7])([CH3:4])([CH3:3])[CH3:2]. (6) Given the reactants [N+:1]([C:4]1[CH:5]=[CH:6][C:7]([NH2:10])=[N:8][CH:9]=1)([O-:3])=[O:2].Br[CH2:12][C:13](=O)[C:14]([O:16][CH2:17][CH3:18])=[O:15], predict the reaction product. The product is: [N+:1]([C:4]1[CH:5]=[CH:6][C:7]2[N:8]([CH:12]=[C:13]([C:14]([O:16][CH2:17][CH3:18])=[O:15])[N:10]=2)[CH:9]=1)([O-:3])=[O:2]. (7) Given the reactants [CH:1]1([CH:6]([C:10]2[CH:15]=[CH:14][C:13]([OH:16])=[CH:12][CH:11]=2)[C:7]([OH:9])=[O:8])[CH2:5][CH2:4][CH2:3][CH2:2]1.S(=O)(=O)(O)O.[CH3:22]O, predict the reaction product. The product is: [CH:1]1([CH:6]([C:10]2[CH:15]=[CH:14][C:13]([OH:16])=[CH:12][CH:11]=2)[C:7]([O:9][CH3:22])=[O:8])[CH2:5][CH2:4][CH2:3][CH2:2]1.